Predict the reactants needed to synthesize the given product. From a dataset of Retrosynthesis with 50K atom-mapped reactions and 10 reaction types from USPTO. (1) Given the product CCCCN(CCCC)C(=O)CO, predict the reactants needed to synthesize it. The reactants are: CCCCN(CCCC)C(=O)COCc1ccccc1. (2) Given the product CCOC(=O)c1nc2ccsc2nc1NC(C)C, predict the reactants needed to synthesize it. The reactants are: CC(C)I.CCOC(=O)c1nc2ccsc2nc1N. (3) The reactants are: CCOC(=O)C(Cl)C(C)=O.N#Cc1cc(O)cc(Cl)c1. Given the product CCOC(=O)C(Oc1cc(Cl)cc(C#N)c1)C(C)=O, predict the reactants needed to synthesize it. (4) Given the product CNC(=O)c1cc(Oc2ccc3c(c2)CC(NC(=O)c2ccc(OC)c(F)c2)CC3)ccn1, predict the reactants needed to synthesize it. The reactants are: CNC(=O)c1cc(Oc2ccc3c(c2)CC(N)CC3)ccn1.COc1ccc(C(=O)O)cc1F. (5) Given the product Nc1ccn[nH]1, predict the reactants needed to synthesize it. The reactants are: O=[N+]([O-])c1ccn[nH]1.